From a dataset of Peptide-MHC class II binding affinity with 134,281 pairs from IEDB. Regression. Given a peptide amino acid sequence and an MHC pseudo amino acid sequence, predict their binding affinity value. This is MHC class II binding data. The peptide sequence is GMNPSHCNEMSWIQS. The MHC is DRB1_1602 with pseudo-sequence DRB1_1602. The binding affinity (normalized) is 0.248.